From a dataset of Catalyst prediction with 721,799 reactions and 888 catalyst types from USPTO. Predict which catalyst facilitates the given reaction. (1) Reactant: [C:1]([C:3]1[CH:8]=[CH:7][C:6]([N:9]2[C:13]([C:14]3[C:15](=[O:33])[N:16]([CH3:32])[C:17](=[O:31])[N:18]([C:21]4[CH:26]=[CH:25][CH:24]=[C:23]([C:27]([F:30])([F:29])[F:28])[CH:22]=4)[C:19]=3[CH3:20])=[C:12]([S:34]([NH:37][C@@H](C3C=CC=CC=3)CO)(=[O:36])=[O:35])[CH:11]=[N:10]2)=[CH:5][CH:4]=1)#[N:2].S(=O)(=O)(O)O.C(Cl)(Cl)Cl. Product: [C:1]([C:3]1[CH:8]=[CH:7][C:6]([N:9]2[C:13]([C:14]3[C:15](=[O:33])[N:16]([CH3:32])[C:17](=[O:31])[N:18]([C:21]4[CH:26]=[CH:25][CH:24]=[C:23]([C:27]([F:30])([F:29])[F:28])[CH:22]=4)[C:19]=3[CH3:20])=[C:12]([S:34]([NH2:37])(=[O:36])=[O:35])[CH:11]=[N:10]2)=[CH:5][CH:4]=1)#[N:2]. The catalyst class is: 6. (2) Reactant: [H-].[Al+3].[Li+].[H-].[H-].[H-].[CH2:7]([O:14][C:15]1[CH:33]=[CH:32][C:18]([C:19]([NH:21][C:22]2[CH:23]=[C:24]3[C:29](=[CH:30][CH:31]=2)[N:28]=[CH:27][CH:26]=[CH:25]3)=O)=[CH:17][CH:16]=1)[C:8]1[CH:13]=[CH:12][CH:11]=[CH:10][CH:9]=1.N1C=CC=CC=1OCC1C=CC(CNC(C2C(N)=NC(N)=CN=2)=O)=CC=1.[Cl-].[NH4+]. Product: [CH2:7]([O:14][C:15]1[CH:16]=[CH:17][C:18]([CH2:19][NH:21][C:22]2[CH:23]=[C:24]3[C:29](=[CH:30][CH:31]=2)[N:28]=[CH:27][CH:26]=[CH:25]3)=[CH:32][CH:33]=1)[C:8]1[CH:9]=[CH:10][CH:11]=[CH:12][CH:13]=1. The catalyst class is: 7. (3) Reactant: [CH3:1][C:2]1[C:6]([C:7]2[C:12]([C:13]#[C:14][Si](C)(C)C)=[CH:11][C:10]([C:19]([F:22])([F:21])[F:20])=[CH:9][C:8]=2[C:23]2[CH:28]=[CH:27][C:26]([OH:29])=[CH:25][CH:24]=2)=[C:5]([CH3:30])[O:4][N:3]=1. Product: [CH3:1][C:2]1[C:6]([C:7]2[C:12]([C:13]#[CH:14])=[CH:11][C:10]([C:19]([F:21])([F:20])[F:22])=[CH:9][C:8]=2[C:23]2[CH:24]=[CH:25][C:26]([OH:29])=[CH:27][CH:28]=2)=[C:5]([CH3:30])[O:4][N:3]=1. The catalyst class is: 1.